The task is: Predict the reactants needed to synthesize the given product.. This data is from Full USPTO retrosynthesis dataset with 1.9M reactions from patents (1976-2016). (1) The reactants are: [NH2:1][C:2]1[CH:22]=[CH:21][C:5]([O:6][C:7]2[CH:8]=[C:9]([CH:14]=[C:15]([O:17][CH:18]([CH3:20])[CH3:19])[CH:16]=2)[C:10]([O:12][CH3:13])=[O:11])=[CH:4][CH:3]=1.[C:23]([O:27][C:28](O[C:28]([O:27][C:23]([CH3:26])([CH3:25])[CH3:24])=[O:29])=[O:29])([CH3:26])([CH3:25])[CH3:24].C(N(CC)CC)C.CN(C=O)C. Given the product [C:23]([O:27][C:28]([NH:1][C:2]1[CH:3]=[CH:4][C:5]([O:6][C:7]2[CH:8]=[C:9]([CH:14]=[C:15]([O:17][CH:18]([CH3:20])[CH3:19])[CH:16]=2)[C:10]([O:12][CH3:13])=[O:11])=[CH:21][CH:22]=1)=[O:29])([CH3:26])([CH3:25])[CH3:24], predict the reactants needed to synthesize it. (2) Given the product [S:12]1[CH2:11][CH:2]1[CH2:3][S:4][CH2:5][CH:6]1[S:21][CH2:7]1, predict the reactants needed to synthesize it. The reactants are: O1C[CH:2]1[CH2:3][S:4][CH2:5][CH:6]1O[CH2:7]1.N[C:11](N)=[S:12].C(OC(=O)C)(=O)C.[S:21](=O)(=O)(O)O.